Dataset: Catalyst prediction with 721,799 reactions and 888 catalyst types from USPTO. Task: Predict which catalyst facilitates the given reaction. (1) Reactant: [Br:1][C:2]1[CH:7]=[CH:6][C:5]([C:8]2(O)[CH2:13][CH2:12][O:11][CH2:10][CH2:9]2)=[CH:4][CH:3]=1.C([SiH](CC)CC)C.FC(F)(F)C(O)=O.[OH-].[Na+]. Product: [Br:1][C:2]1[CH:7]=[CH:6][C:5]([CH:8]2[CH2:9][CH2:10][O:11][CH2:12][CH2:13]2)=[CH:4][CH:3]=1. The catalyst class is: 4. (2) Reactant: [F:1][C:2]1[CH:7]=[CH:6][C:5]([C:8]2[C:9]([N:22]3[CH2:27][CH2:26][CH:25]([C:28]4[CH:33]=[CH:32][C:31]([O:34][CH3:35])=[CH:30][CH:29]=4)[CH2:24][CH2:23]3)=[N:10][C:11]3[C:16]([N:17]=2)=[CH:15][C:14]([C:18]([O:20]C)=[O:19])=[CH:13][CH:12]=3)=[CH:4][CH:3]=1.[OH-].[Na+].Cl. Product: [F:1][C:2]1[CH:7]=[CH:6][C:5]([C:8]2[C:9]([N:22]3[CH2:27][CH2:26][CH:25]([C:28]4[CH:29]=[CH:30][C:31]([O:34][CH3:35])=[CH:32][CH:33]=4)[CH2:24][CH2:23]3)=[N:10][C:11]3[C:16]([N:17]=2)=[CH:15][C:14]([C:18]([OH:20])=[O:19])=[CH:13][CH:12]=3)=[CH:4][CH:3]=1. The catalyst class is: 24. (3) Reactant: N1CCCCC1.[OH:7][C:8]1[CH:9]=[C:10]([CH:13]=[CH:14][C:15]=1[O:16][CH3:17])[CH:11]=O.C([CH2:21][C:22]([NH:24][C:25]1[CH:33]=[CH:32][CH:31]=[CH:30][C:26]=1[C:27]([OH:29])=[O:28])=[O:23])(O)=O. Product: [OH:7][C:8]1[CH:9]=[C:10](/[CH:11]=[CH:21]/[C:22]([NH:24][C:25]2[CH:33]=[CH:32][CH:31]=[CH:30][C:26]=2[C:27]([OH:29])=[O:28])=[O:23])[CH:13]=[CH:14][C:15]=1[O:16][CH3:17]. The catalyst class is: 11. (4) Reactant: C[O:2][C:3]1[CH:8]=[C:7]([C:9]([F:12])([F:11])[F:10])[CH:6]=[C:5]([N+:13]([O-:15])=[O:14])[CH:4]=1.Cl.N1C=CC=CC=1. Product: [N+:13]([C:5]1[CH:4]=[C:3]([OH:2])[CH:8]=[C:7]([C:9]([F:10])([F:11])[F:12])[CH:6]=1)([O-:15])=[O:14]. The catalyst class is: 4.